This data is from Full USPTO retrosynthesis dataset with 1.9M reactions from patents (1976-2016). The task is: Predict the reactants needed to synthesize the given product. (1) Given the product [O:32]=[S:2]1(=[O:1])[CH2:6][CH2:5][C:4]2[CH:7]=[C:8]([C:11]3[CH:12]=[CH:13][C:14]([O:15][CH2:16][CH:17]4[CH2:18][CH2:19][N:20]([C:23]([O:25][C:26]([CH3:27])([CH3:28])[CH3:29])=[O:24])[CH2:21][CH2:22]4)=[CH:30][CH:31]=3)[CH:9]=[CH:10][C:3]1=2, predict the reactants needed to synthesize it. The reactants are: [O:1]=[S:2]1(=[O:32])[CH:6]=[CH:5][C:4]2[CH:7]=[C:8]([C:11]3[CH:31]=[CH:30][C:14]([O:15][CH2:16][CH:17]4[CH2:22][CH2:21][N:20]([C:23]([O:25][C:26]([CH3:29])([CH3:28])[CH3:27])=[O:24])[CH2:19][CH2:18]4)=[CH:13][CH:12]=3)[CH:9]=[CH:10][C:3]1=2.[H][H]. (2) Given the product [F:13][CH:12]([F:14])[C:3]1[CH:4]=[CH:5][C:6]2[C:11](=[CH:10][CH:9]=[CH:8][CH:7]=2)[C:2]=1[CH:22]=[O:23], predict the reactants needed to synthesize it. The reactants are: Br[C:2]1[C:11]2[C:6](=[CH:7][CH:8]=[CH:9][CH:10]=2)[CH:5]=[CH:4][C:3]=1[CH:12]([F:14])[F:13].C([Li])CCC.CN(C)[CH:22]=[O:23].[Cl-].[NH4+].